This data is from Forward reaction prediction with 1.9M reactions from USPTO patents (1976-2016). The task is: Predict the product of the given reaction. (1) Given the reactants [NH2:1][C@@H:2]([CH2:12][O:13][CH2:14][O:15][CH3:16])[CH2:3][CH2:4][C:5]([O:7][C:8]([CH3:11])([CH3:10])[CH3:9])=[O:6].C(N(C(C)C)CC)(C)C.Br[CH2:27][C:28]([O:30][CH3:31])=[O:29].Cl[C:33]([O:35][CH2:36][CH:37]=[CH2:38])=[O:34], predict the reaction product. The product is: [CH2:36]([O:35][C:33]([N:1]([CH2:27][C:28]([O:30][CH3:31])=[O:29])[C@@H:2]([CH2:12][O:13][CH2:14][O:15][CH3:16])[CH2:3][CH2:4][C:5]([O:7][C:8]([CH3:11])([CH3:10])[CH3:9])=[O:6])=[O:34])[CH:37]=[CH2:38]. (2) Given the reactants Cl[C:2]1[N:7]=[C:6]([C:8]2[CH:13]=[CH:12][C:11]([N+:14]([O-:16])=[O:15])=[CH:10][CH:9]=2)[N:5]=[C:4]2[N:17]([CH2:20][C:21]([F:24])([F:23])[F:22])[N:18]=[CH:19][C:3]=12.[CH:25]12[O:33][CH:29]([CH2:30][NH:31][CH2:32]1)[CH2:28][N:27]([C:34]([O:36][C:37]([CH3:40])([CH3:39])[CH3:38])=[O:35])[CH2:26]2.C(N(CC)CC)C, predict the reaction product. The product is: [N+:14]([C:11]1[CH:12]=[CH:13][C:8]([C:6]2[N:5]=[C:4]3[N:17]([CH2:20][C:21]([F:24])([F:23])[F:22])[N:18]=[CH:19][C:3]3=[C:2]([N:31]3[CH2:32][CH:25]4[O:33][CH:29]([CH2:28][N:27]([C:34]([O:36][C:37]([CH3:40])([CH3:39])[CH3:38])=[O:35])[CH2:26]4)[CH2:30]3)[N:7]=2)=[CH:9][CH:10]=1)([O-:16])=[O:15]. (3) Given the reactants [OH:1][C:2]1[CH:11]=[C:10]2[C:5]([C:6]([O:12][C:13]3[C:14]([CH3:23])=[N:15][C:16]4[C:21]([CH:22]=3)=[CH:20][CH:19]=[CH:18][N:17]=4)=[CH:7][CH:8]=[N:9]2)=[CH:4][C:3]=1[O:24][CH3:25].C(=O)([O-])[O-].[K+].[K+].Br[CH2:33][CH2:34][Cl:35].O, predict the reaction product. The product is: [Cl:35][CH2:34][CH2:33][O:1][C:2]1[CH:11]=[C:10]2[C:5]([C:6]([O:12][C:13]3[C:14]([CH3:23])=[N:15][C:16]4[C:21]([CH:22]=3)=[CH:20][CH:19]=[CH:18][N:17]=4)=[CH:7][CH:8]=[N:9]2)=[CH:4][C:3]=1[O:24][CH3:25]. (4) Given the reactants [Cl:1][C:2]1[N:10]=[C:9]2[C:5]([N:6]=[CH:7][N:8]2[CH:11]2[CH2:16][CH2:15][CH2:14][CH2:13][O:12]2)=[C:4]([N:17]2[CH2:22][CH2:21][O:20][CH2:19][CH2:18]2)[N:3]=1.C([Li])CCC.CCCCCC.[CH3:34][C:35](=[O:38])[CH2:36][CH3:37], predict the reaction product. The product is: [Cl:1][C:2]1[N:10]=[C:9]2[C:5]([N:6]=[C:7]([C:35]([OH:38])([CH2:36][CH3:37])[CH3:34])[N:8]2[CH:11]2[CH2:16][CH2:15][CH2:14][CH2:13][O:12]2)=[C:4]([N:17]2[CH2:22][CH2:21][O:20][CH2:19][CH2:18]2)[N:3]=1. (5) Given the reactants [OH:1][C:2]([C:13]1[CH:18]=[CH:17][CH:16]=[CH:15][CH:14]=1)([CH2:11][OH:12])[C:3]([C:5]1[CH:10]=[CH:9][CH:8]=[CH:7][CH:6]=1)=[O:4].N1C=CC=CC=1.[Cl:25][CH2:26][CH2:27][C:28](Cl)=[O:29].C(OCC)(=O)C, predict the reaction product. The product is: [C:13]1([C:2]([OH:1])([C:3]([C:5]2[CH:10]=[CH:9][CH:8]=[CH:7][CH:6]=2)=[O:4])[CH2:11][O:12][C:28](=[O:29])[CH2:27][CH2:26][Cl:25])[CH:18]=[CH:17][CH:16]=[CH:15][CH:14]=1. (6) Given the reactants C([O:4][C:5]1[CH:29]=[CH:28][C:8]([C:9]2[CH:10]([O:23][CH2:24][CH2:25][CH2:26][Br:27])[O:11][C:12]3[C:17]([CH:18]=2)=[CH:16][CH:15]=[C:14]([O:19]C(=O)C)[CH:13]=3)=[CH:7][CH:6]=1)(=O)C.[OH-].[Na+].CO, predict the reaction product. The product is: [Br:27][CH2:26][CH2:25][CH2:24][O:23][CH:10]1[C:9]([C:8]2[CH:7]=[CH:6][C:5]([OH:4])=[CH:29][CH:28]=2)=[CH:18][C:17]2[C:12](=[CH:13][C:14]([OH:19])=[CH:15][CH:16]=2)[O:11]1.